Dataset: Full USPTO retrosynthesis dataset with 1.9M reactions from patents (1976-2016). Task: Predict the reactants needed to synthesize the given product. (1) Given the product [N+:20]([C:17]1[CH:18]=[CH:19][C:14]([N:1]2[CH2:6][CH2:5][CH:4]([N:7]3[CH2:12][CH2:11][O:10][CH2:9][CH2:8]3)[CH2:3][CH2:2]2)=[CH:15][CH:16]=1)([O-:22])=[O:21], predict the reactants needed to synthesize it. The reactants are: [NH:1]1[CH2:6][CH2:5][CH:4]([N:7]2[CH2:12][CH2:11][O:10][CH2:9][CH2:8]2)[CH2:3][CH2:2]1.F[C:14]1[CH:19]=[CH:18][C:17]([N+:20]([O-:22])=[O:21])=[CH:16][CH:15]=1. (2) Given the product [CH3:1][C:2]1([CH3:25])[CH2:11][CH2:10][C:9]([CH3:12])([CH3:13])[C:8]2[CH:7]=[C:6]([C:14]3[S:15][C:16]([CH:19]4[CH2:24][CH2:23][N:22]([CH2:31][CH2:30][CH2:29][CH2:28][CH2:27][OH:26])[CH2:21][CH2:20]4)=[CH:17][N:18]=3)[CH:5]=[CH:4][C:3]1=2, predict the reactants needed to synthesize it. The reactants are: [CH3:1][C:2]1([CH3:25])[CH2:11][CH2:10][C:9]([CH3:13])([CH3:12])[C:8]2[CH:7]=[C:6]([C:14]3[S:15][C:16]([CH:19]4[CH2:24][CH2:23][NH:22][CH2:21][CH2:20]4)=[CH:17][N:18]=3)[CH:5]=[CH:4][C:3]1=2.[OH:26][CH2:27][CH2:28][CH2:29][CH2:30][CH:31]=O. (3) Given the product [C:1]([O:5][C:6]([N:8]1[CH2:9][C@@H:10]([CH2:34][O:35][S:44]([CH3:43])(=[O:46])=[O:45])[C@H:11]([CH2:13][N:14]([CH:31]([CH3:32])[CH3:33])[C:15](=[O:30])[C:16]2[CH:21]=[CH:20][C:19]([O:22][CH3:23])=[C:18]([O:24][CH2:25][CH2:26][CH2:27][O:28][CH3:29])[CH:17]=2)[CH2:12]1)=[O:7])([CH3:4])([CH3:3])[CH3:2], predict the reactants needed to synthesize it. The reactants are: [C:1]([O:5][C:6]([N:8]1[CH2:12][C@@H:11]([CH2:13][N:14]([CH:31]([CH3:33])[CH3:32])[C:15](=[O:30])[C:16]2[CH:21]=[CH:20][C:19]([O:22][CH3:23])=[C:18]([O:24][CH2:25][CH2:26][CH2:27][O:28][CH3:29])[CH:17]=2)[C@H:10]([CH2:34][OH:35])[CH2:9]1)=[O:7])([CH3:4])([CH3:3])[CH3:2].CCN(CC)CC.[CH3:43][S:44](Cl)(=[O:46])=[O:45]. (4) Given the product [CH2:1]([OH:29])[CH2:2][CH2:3][CH2:4][CH2:5][CH2:6][CH2:7][CH2:8][CH2:9][CH2:10][CH2:11][CH2:12][CH2:13][CH2:14][CH2:15][CH2:16][CH2:17][CH2:18][CH2:19][CH2:20][CH2:21][CH2:22][CH2:23][CH2:24][CH2:25][CH2:26][CH2:27][CH3:28], predict the reactants needed to synthesize it. The reactants are: [CH2:1]([O:29]C1CCCCO1)[CH2:2][CH2:3][CH2:4][CH2:5][CH2:6][CH2:7][CH2:8][CH2:9][CH2:10][CH2:11][CH2:12][CH2:13][CH2:14][CH2:15][CH2:16][CH2:17][CH2:18][CH2:19][CH2:20][CH2:21][CH2:22][CH2:23][CH2:24][CH2:25][CH2:26][CH2:27][CH3:28].CCO.C(O)(=O)C.Cl. (5) Given the product [NH2:30][C:2]1[CH:3]=[C:4]([F:12])[C:5]([C:37]([O:34][CH3:31])=[O:38])=[C:9]([F:11])[CH:10]=1, predict the reactants needed to synthesize it. The reactants are: Br[C:2]1[CH:10]=[C:9]([F:11])[C:5](C(O)=O)=[C:4]([F:12])[CH:3]=1.S(Cl)(Cl)=O.C(=[NH:30])(C1C=CC=CC=1)C1C=CC=CC=1.[C:31](=[O:34])([O-])[O-].[Cs+].[Cs+].[CH3:37][OH:38].